From a dataset of NCI-60 drug combinations with 297,098 pairs across 59 cell lines. Regression. Given two drug SMILES strings and cell line genomic features, predict the synergy score measuring deviation from expected non-interaction effect. Drug 1: C1=CC(=CC=C1C#N)C(C2=CC=C(C=C2)C#N)N3C=NC=N3. Drug 2: C(CCl)NC(=O)N(CCCl)N=O. Cell line: NCI/ADR-RES. Synergy scores: CSS=0.627, Synergy_ZIP=-0.0696, Synergy_Bliss=-0.528, Synergy_Loewe=-7.21, Synergy_HSA=-3.24.